Dataset: Full USPTO retrosynthesis dataset with 1.9M reactions from patents (1976-2016). Task: Predict the reactants needed to synthesize the given product. (1) Given the product [Cl:40][C:35]1[C:34]([O:41][CH2:42][CH:43]([F:44])[F:45])=[C:33]([C:9]2[CH:10]=[C:11]3[C:15](=[CH:16][CH:17]=2)[CH:14]([NH:18][C:19]([C:21]2([NH:24][C:25](=[O:30])[C:26]([F:27])([F:29])[F:28])[CH2:22][CH2:23]2)=[O:20])[CH2:13][CH2:12]3)[CH:38]=[C:37]([Cl:39])[CH:36]=1, predict the reactants needed to synthesize it. The reactants are: CC1(C)C(C)(C)OB([C:9]2[CH:10]=[C:11]3[C:15](=[CH:16][CH:17]=2)[CH:14]([NH:18][C:19]([C:21]2([NH:24][C:25](=[O:30])[C:26]([F:29])([F:28])[F:27])[CH2:23][CH2:22]2)=[O:20])[CH2:13][CH2:12]3)O1.Br[C:33]1[CH:38]=[C:37]([Cl:39])[CH:36]=[C:35]([Cl:40])[C:34]=1[O:41][CH2:42][CH:43]([F:45])[F:44].C1(C)C=CC=CC=1P(C1C=CC=CC=1C)C1C=CC=CC=1C.C(=O)([O-])[O-].[K+].[K+]. (2) The reactants are: [Br:1][C:2]1[CH:3]=[CH:4][CH:5]=[C:6]2[C:10]=1[NH:9][CH:8]=[CH:7]2.[H-].[Na+].[CH3:13][Si:14]([CH2:17][CH2:18][O:19][CH2:20]Cl)([CH3:16])[CH3:15].O. Given the product [Br:1][C:2]1[CH:3]=[CH:4][CH:5]=[C:6]2[C:10]=1[N:9]([CH2:20][O:19][CH2:18][CH2:17][Si:14]([CH3:16])([CH3:15])[CH3:13])[CH:8]=[CH:7]2, predict the reactants needed to synthesize it. (3) Given the product [OH:8][C:9]1[CH:14]=[CH:13][C:12]([O:15][CH2:16][CH2:17][CH2:18][C:19]([OH:21])=[O:20])=[C:11]([N+:24]([O-:26])=[O:25])[CH:10]=1, predict the reactants needed to synthesize it. The reactants are: C([O:8][C:9]1[CH:14]=[CH:13][C:12]([O:15][CH2:16][CH2:17][CH2:18][C:19]([O:21]CC)=[O:20])=[C:11]([N+:24]([O-:26])=[O:25])[CH:10]=1)C1C=CC=CC=1.Cl. (4) Given the product [CH2:47]([N:42]1[C:43]([CH3:46])([CH3:45])[CH2:44][CH:40]([CH2:39][N:24]2[C:25]3[C:21](=[CH:20][C:19]([C:17]4[CH:16]=[N:15][N:14]([CH:9]5[CH2:10][CH2:11][CH2:12][CH2:13][O:8]5)[CH:18]=4)=[CH:27][CH:26]=3)[CH:22]=[N:23]2)[CH2:41]1)[C:48]1[CH:53]=[CH:52][CH:51]=[CH:50][CH:49]=1, predict the reactants needed to synthesize it. The reactants are: [H-].[Na+].CN(C=O)C.[O:8]1[CH2:13][CH2:12][CH2:11][CH2:10][CH:9]1[N:14]1[CH:18]=[C:17]([C:19]2[CH:20]=[C:21]3[C:25](=[CH:26][CH:27]=2)[NH:24][N:23]=[CH:22]3)[CH:16]=[N:15]1.CC1C=CC(S(O[CH2:39][CH:40]2[CH2:44][C:43]([CH3:46])([CH3:45])[N:42]([CH2:47][C:48]3[CH:53]=[CH:52][CH:51]=[CH:50][CH:49]=3)[CH2:41]2)(=O)=O)=CC=1. (5) Given the product [CH2:11]([N:13]([CH3:14])[C:4](=[O:10])[C:5]([OH:7])=[O:6])[CH3:12], predict the reactants needed to synthesize it. The reactants are: CN.Cl[C:4](=[O:10])[C:5]([O:7]CC)=[O:6].[CH2:11]([N:13](CC)[CH2:14]C)[CH3:12]. (6) Given the product [C:23]([C:22]1[C:21]([F:20])=[CH:28][CH:27]=[CH:26][C:25]=1[O:17][CH2:16][C:9]1([C:7]([NH:6][CH:1]2[CH2:5][CH2:4][CH2:3][CH2:2]2)=[O:8])[CH2:14][CH2:13][CH2:12][NH:11][C:10]1=[O:15])#[N:24], predict the reactants needed to synthesize it. The reactants are: [CH:1]1([NH:6][C:7]([C:9]2([CH2:16][OH:17])[CH2:14][CH2:13][CH2:12][NH:11][C:10]2=[O:15])=[O:8])[CH2:5][CH2:4][CH2:3][CH2:2]1.[H-].[Na+].[F:20][C:21]1[CH:28]=[CH:27][CH:26]=[C:25](F)[C:22]=1[C:23]#[N:24]. (7) Given the product [CH3:8][CH:9]1[N:14]([C:34](=[O:35])[C:33]2[CH:37]=[CH:38][CH:39]=[C:31]([C:28]3[N:27]=[C:26]([C:25]([F:41])([F:40])[F:24])[O:30][N:29]=3)[CH:32]=2)[CH2:13][CH2:12][N:11]([CH2:15][C:16]2[CH:23]=[CH:22][C:19]([C:20]#[N:21])=[CH:18][N:17]=2)[CH2:10]1, predict the reactants needed to synthesize it. The reactants are: OC(C(F)(F)F)=O.[CH3:8][CH:9]1[NH:14][CH2:13][CH2:12][N:11]([CH2:15][C:16]2[CH:23]=[CH:22][C:19]([C:20]#[N:21])=[CH:18][N:17]=2)[CH2:10]1.[F:24][C:25]([F:41])([F:40])[C:26]1[O:30][N:29]=[C:28]([C:31]2[CH:32]=[C:33]([CH:37]=[CH:38][CH:39]=2)[C:34](O)=[O:35])[N:27]=1.